Task: Regression. Given two drug SMILES strings and cell line genomic features, predict the synergy score measuring deviation from expected non-interaction effect.. Dataset: NCI-60 drug combinations with 297,098 pairs across 59 cell lines (1) Drug 1: CC(C1=C(C=CC(=C1Cl)F)Cl)OC2=C(N=CC(=C2)C3=CN(N=C3)C4CCNCC4)N. Drug 2: COCCOC1=C(C=C2C(=C1)C(=NC=N2)NC3=CC=CC(=C3)C#C)OCCOC.Cl. Cell line: MALME-3M. Synergy scores: CSS=13.7, Synergy_ZIP=2.19, Synergy_Bliss=7.32, Synergy_Loewe=6.41, Synergy_HSA=6.42. (2) Drug 1: CC(C1=C(C=CC(=C1Cl)F)Cl)OC2=C(N=CC(=C2)C3=CN(N=C3)C4CCNCC4)N. Drug 2: CN(C(=O)NC(C=O)C(C(C(CO)O)O)O)N=O. Cell line: CCRF-CEM. Synergy scores: CSS=27.7, Synergy_ZIP=-4.92, Synergy_Bliss=-13.1, Synergy_Loewe=-45.4, Synergy_HSA=-14.2. (3) Synergy scores: CSS=31.8, Synergy_ZIP=3.66, Synergy_Bliss=3.39, Synergy_Loewe=-18.5, Synergy_HSA=1.92. Cell line: CCRF-CEM. Drug 1: C1=NC(=NC(=O)N1C2C(C(C(O2)CO)O)O)N. Drug 2: C1CC(=O)NC(=O)C1N2C(=O)C3=CC=CC=C3C2=O.